Task: Predict the reaction yield, written as a fraction of the theoretical maximum amount of product (1.0 means a 100% yield; for example, 0.34 means a 34% yield).. Dataset: Reaction yield outcomes from USPTO patents with 853,638 reactions (1) The reactants are [F:1][C:2]1[CH:10]=[C:9]2[C:5]([CH:6]=[CH:7][N:8]2[S:11]([C:14]2[CH:19]=[CH:18][C:17]([O:20][CH2:21][C:22]([F:25])([F:24])[F:23])=[C:16]([N:26]3[CH2:31][CH2:30][NH:29][CH2:28][CH2:27]3)[CH:15]=2)(=[O:13])=[O:12])=[CH:4][CH:3]=1.[C:32]([BH3-])#N.[Na+].C=O. The catalyst is CO. The product is [F:1][C:2]1[CH:10]=[C:9]2[C:5]([CH:6]=[CH:7][N:8]2[S:11]([C:14]2[CH:19]=[CH:18][C:17]([O:20][CH2:21][C:22]([F:23])([F:24])[F:25])=[C:16]([N:26]3[CH2:27][CH2:28][N:29]([CH3:32])[CH2:30][CH2:31]3)[CH:15]=2)(=[O:13])=[O:12])=[CH:4][CH:3]=1. The yield is 0.840. (2) The reactants are Cl.[CH3:2][O:3][C:4]([CH2:6][NH:7][C:8]1[N:13]=[CH:12][C:11](/[CH:14]=[CH:15]/[C:16]([OH:18])=O)=[CH:10][CH:9]=1)=[O:5].[CH3:19][C:20]1[NH:21][C:22]2[C:27]([C:28]=1[CH2:29][NH:30][CH3:31])=[CH:26][CH:25]=[CH:24][CH:23]=2.CCN(CC)CC.C1C=CC2N(O)N=NC=2C=1.O.C(Cl)CCl. The catalyst is CN(C=O)C.C(Cl)Cl. The product is [CH3:2][O:3][C:4]([CH2:6][NH:7][C:8]1[N:13]=[CH:12][C:11](/[CH:14]=[CH:15]/[C:16]([N:30]([CH3:31])[CH2:29][C:28]2[C:27]3[C:22](=[CH:23][CH:24]=[CH:25][CH:26]=3)[NH:21][C:20]=2[CH3:19])=[O:18])=[CH:10][CH:9]=1)=[O:5]. The yield is 0.730.